Dataset: Forward reaction prediction with 1.9M reactions from USPTO patents (1976-2016). Task: Predict the product of the given reaction. (1) Given the reactants [CH3:1][O:2][C:3]([C:5]1[S:6][C:7](Br)=[CH:8][C:9]=1[N:10]([CH:20]1[CH2:25][O:24][CH2:23][O:22][CH2:21]1)[C:11]([C@H:13]1[CH2:18][CH2:17][C@H:16]([CH3:19])[CH2:15][CH2:14]1)=[O:12])=[O:4].[C:27]1(B(O)O)[CH2:32][CH2:31][CH2:30][CH2:29][CH:28]=1, predict the reaction product. The product is: [CH3:1][O:2][C:3]([C:5]1[S:6][C:7]([C:27]2[CH2:32][CH2:31][CH2:30][CH2:29][CH:28]=2)=[CH:8][C:9]=1[N:10]([CH:20]1[CH2:25][O:24][CH2:23][O:22][CH2:21]1)[C:11]([C@H:13]1[CH2:18][CH2:17][C@H:16]([CH3:19])[CH2:15][CH2:14]1)=[O:12])=[O:4]. (2) Given the reactants [F:1][C:2]1[CH:7]=[CH:6][C:5]([S:8](Cl)(=[O:10])=[O:9])=[CH:4][CH:3]=1.[NH:12]1[CH2:17][CH2:16][O:15][CH2:14][CH2:13]1, predict the reaction product. The product is: [F:1][C:2]1[CH:7]=[CH:6][C:5]([S:8]([N:12]2[CH2:17][CH2:16][O:15][CH2:14][CH2:13]2)(=[O:10])=[O:9])=[CH:4][CH:3]=1. (3) The product is: [CH2:22]([S:21][C:3]1[CH:4]=[C:5]([NH:12][S:13]([C:16]2[S:17][CH:18]=[CH:19][CH:20]=2)(=[O:15])=[O:14])[C:6]2[C:11]([C:2]=1[OH:1])=[CH:10][CH:9]=[CH:8][CH:7]=2)[CH3:29]. Given the reactants [OH:1][C:2]1[C:11]2[C:6](=[CH:7][CH:8]=[CH:9][CH:10]=2)[C:5]([NH:12][S:13]([C:16]2[S:17][CH:18]=[CH:19][CH:20]=2)(=[O:15])=[O:14])=[CH:4][C:3]=1[S:21][C:22]1N(C)N=NN=1.Cl[C:29]1C(=O)C2C(=CC=CC=2)C(=O)C=1NC1C=CC(S(NC2C=CC(OC)=CC=2)(=O)=O)=C(OC)C=1, predict the reaction product. (4) Given the reactants [Br:1][C:2]([CH3:24])([CH3:23])[C:3]([O:5][CH2:6][CH2:7][O:8][C:9](=[O:22])[C:10]1[CH:15]=[C:14]([N+:16]([O-])=O)[CH:13]=[C:12]([N+:19]([O-])=O)[CH:11]=1)=[O:4].Cl.[Sn](Cl)Cl.[OH-].[K+], predict the reaction product. The product is: [Br:1][C:2]([CH3:24])([CH3:23])[C:3]([O:5][CH2:6][CH2:7][O:8][C:9](=[O:22])[C:10]1[CH:15]=[C:14]([NH2:16])[CH:13]=[C:12]([NH2:19])[CH:11]=1)=[O:4]. (5) Given the reactants [Br:1][C:2]1[CH:27]=[CH:26][C:5]([O:6][C:7]2[CH:12]=[CH:11][CH:10]=[CH:9][C:8]=2[NH:13][S:14]([C:17]2[CH:25]=[CH:24][C:20]([C:21](O)=[O:22])=[CH:19][CH:18]=2)(=[O:16])=[O:15])=[C:4]([Cl:28])[CH:3]=1.Cl.[CH2:30]([O:32][C:33](=[O:36])[CH2:34][NH2:35])[CH3:31], predict the reaction product. The product is: [CH2:30]([O:32][C:33](=[O:36])[CH2:34][NH:35][C:21](=[O:22])[C:20]1[CH:24]=[CH:25][C:17]([S:14](=[O:16])(=[O:15])[NH:13][C:8]2[CH:9]=[CH:10][CH:11]=[CH:12][C:7]=2[O:6][C:5]2[CH:26]=[CH:27][C:2]([Br:1])=[CH:3][C:4]=2[Cl:28])=[CH:18][CH:19]=1)[CH3:31].